This data is from Full USPTO retrosynthesis dataset with 1.9M reactions from patents (1976-2016). The task is: Predict the reactants needed to synthesize the given product. Given the product [F:1][C:2]1[CH:7]=[C:6]([NH:8][C:9]2[CH:14]=[CH:13][N:12]=[CH:11][N:10]=2)[C:5]([NH2:15])=[CH:4][CH:3]=1, predict the reactants needed to synthesize it. The reactants are: [F:1][C:2]1[CH:3]=[CH:4][C:5]([N+:15]([O-])=O)=[C:6]([NH:8][C:9]2[CH:14]=[CH:13][N:12]=[CH:11][N:10]=2)[CH:7]=1.